From a dataset of Catalyst prediction with 721,799 reactions and 888 catalyst types from USPTO. Predict which catalyst facilitates the given reaction. (1) Reactant: O.O.[Sn](Cl)Cl.[Br:6][C:7]1[C:15]2[C:10](=[CH:11][CH:12]=[C:13]([N+:16]([O-])=O)[CH:14]=2)[NH:9][N:8]=1.S([O-])(O)=O.[Na+]. Product: [Br:6][C:7]1[C:15]2[C:10](=[CH:11][CH:12]=[C:13]([NH2:16])[CH:14]=2)[NH:9][N:8]=1. The catalyst class is: 9. (2) Reactant: [F:1][C:2]([F:20])([F:19])[C:3]([C:10]1[CH:16]=[C:15]([I:17])[C:13]([NH2:14])=[C:12]([I:18])[CH:11]=1)([O:8][CH3:9])[C:4]([F:7])([F:6])[F:5].[N+:21]([C:24]1[CH:25]=[C:26]([CH:30]=[CH:31][CH:32]=1)[C:27](Cl)=[O:28])([O-:23])=[O:22].O. Product: [F:20][C:2]([F:19])([F:1])[C:3]([C:10]1[CH:11]=[C:12]([I:18])[C:13]([NH:14][C:27](=[O:28])[C:26]2[CH:30]=[CH:31][CH:32]=[C:24]([N+:21]([O-:23])=[O:22])[CH:25]=2)=[C:15]([I:17])[CH:16]=1)([O:8][CH3:9])[C:4]([F:7])([F:6])[F:5]. The catalyst class is: 17. (3) Reactant: [F-].[Cs+].[OH:3][C@@H:4]([C@H:30]1[C@@H:34]([CH2:35][OH:36])[O:33][C:32]([CH3:38])([CH3:37])[O:31]1)[C:5]1[N:9]([S:10]([N:13]([CH3:15])[CH3:14])(=[O:12])=[O:11])[C:8]([C:16]([O:18][Si](C(C)C)(C(C)C)C(C)C)=[CH2:17])=[N:7][C:6]=1[CH3:29].[NH4+].[Cl-]. Product: [C:16]([C:8]1[N:9]([S:10]([N:13]([CH3:15])[CH3:14])(=[O:12])=[O:11])[C:5]([C@@H:4]([OH:3])[C@H:30]2[C@@H:34]([CH2:35][OH:36])[O:33][C:32]([CH3:37])([CH3:38])[O:31]2)=[C:6]([CH3:29])[N:7]=1)(=[O:18])[CH3:17]. The catalyst class is: 8.